This data is from Forward reaction prediction with 1.9M reactions from USPTO patents (1976-2016). The task is: Predict the product of the given reaction. (1) Given the reactants [C:1](#[N:5])[CH2:2][C:3]#[N:4].[H-].[Na+].[F:8][C:9]1[CH:24]=[C:23]([F:25])[CH:22]=[CH:21][C:10]=1[O:11][C:12]1[CH:20]=[CH:19][C:15]([C:16](Cl)=[O:17])=[CH:14][CH:13]=1.S(OC)(O[CH3:30])(=O)=O, predict the reaction product. The product is: [F:8][C:9]1[CH:24]=[C:23]([F:25])[CH:22]=[CH:21][C:10]=1[O:11][C:12]1[CH:20]=[CH:19][C:15]([C:16]([O:17][CH3:30])=[C:2]([C:1]#[N:5])[C:3]#[N:4])=[CH:14][CH:13]=1. (2) Given the reactants [C:1]([C:3]1[CH:4]=[C:5]([F:32])[C:6]([NH:19][CH:20]([C:26]2([CH3:31])[CH2:30][CH2:29][CH2:28][CH2:27]2)[CH2:21][C:22]([O:24]C)=[O:23])=[N:7][C:8]=1[C:9]1[C:17]2[C:12](=[N:13][CH:14]=[C:15]([F:18])[CH:16]=2)[NH:11][CH:10]=1)#[N:2].C(C1C=C(F)C(N[C@@H](C2(C)CCCC2)CC(OC)=O)=NC=1C1C2C(=NC=C(F)C=2)NC=1)#N.[OH-].[Li+], predict the reaction product. The product is: [C:1]([C:3]1[CH:4]=[C:5]([F:32])[C:6]([NH:19][C@@H:20]([C:26]2([CH3:31])[CH2:27][CH2:28][CH2:29][CH2:30]2)[CH2:21][C:22]([OH:24])=[O:23])=[N:7][C:8]=1[C:9]1[C:17]2[C:12](=[N:13][CH:14]=[C:15]([F:18])[CH:16]=2)[NH:11][CH:10]=1)#[N:2].